Dataset: Forward reaction prediction with 1.9M reactions from USPTO patents (1976-2016). Task: Predict the product of the given reaction. (1) Given the reactants Cl[C:2]1[C:11]2[C:6](=[CH:7][CH:8]=[C:9]([N+:12]([O-:14])=[O:13])[CH:10]=2)[N:5]=[C:4]([CH3:15])[N:3]=1.C[C:17]1NC(=O)[C:24]2[C:19](=[CH:20][CH:21]=[C:22]([N+]([O-])=O)[CH:23]=2)[N:18]=1.C(N(C(C)C)CC)(C)C.P(Cl)(Cl)(Cl)=O.[C:45]([O-])(O)=[O:46].[Na+], predict the reaction product. The product is: [CH3:45][O:46][C:22]1[CH:21]=[CH:20][C:19]([N:18]([C:2]2[C:11]3[C:6](=[CH:7][CH:8]=[C:9]([N+:12]([O-:14])=[O:13])[CH:10]=3)[N:5]=[C:4]([CH3:15])[N:3]=2)[CH3:17])=[CH:24][CH:23]=1. (2) Given the reactants [CH3:1][O:2][C:3](=[O:14])[C:4]1[CH:9]=[C:8]([N+:10]([O-])=O)[CH:7]=[CH:6][C:5]=1[CH3:13].[H][H], predict the reaction product. The product is: [CH3:1][O:2][C:3](=[O:14])[C:4]1[CH:9]=[C:8]([NH2:10])[CH:7]=[CH:6][C:5]=1[CH3:13].